This data is from Forward reaction prediction with 1.9M reactions from USPTO patents (1976-2016). The task is: Predict the product of the given reaction. (1) Given the reactants [Br:1][C:2]1[N:7]2[N:8]=[CH:9][N:10]=[C:6]2[C:5](Br)=[N:4][CH:3]=1.[O:12]1[CH2:17][CH2:16][N:15]([CH2:18][C:19]2[N:20]=[C:21]([NH2:24])[S:22][CH:23]=2)[CH2:14][CH2:13]1.CC(C)([O-])C.[Na+].CC1(C)C2C(=C(P(C3C=CC=CC=3)C3C=CC=CC=3)C=CC=2)OC2C(P(C3C=CC=CC=3)C3C=CC=CC=3)=CC=CC1=2, predict the reaction product. The product is: [Br:1][C:2]1[N:7]2[N:8]=[CH:9][N:10]=[C:6]2[C:5]([NH:24][C:21]2[S:22][CH:23]=[C:19]([CH2:18][N:15]3[CH2:16][CH2:17][O:12][CH2:13][CH2:14]3)[N:20]=2)=[N:4][CH:3]=1. (2) Given the reactants Br[C:2]1[S:3][CH:4]=[CH:5][N:6]=1.[NH:7]1[CH2:12][CH2:11][CH:10]([C:13]([O:15][CH2:16][CH3:17])=[O:14])[CH2:9][CH2:8]1, predict the reaction product. The product is: [S:3]1[CH:4]=[CH:5][N:6]=[C:2]1[N:7]1[CH2:12][CH2:11][CH:10]([C:13]([O:15][CH2:16][CH3:17])=[O:14])[CH2:9][CH2:8]1. (3) Given the reactants Cl[C:2]1[C:7]([C:8]#[N:9])=[C:6]([C:10]2[CH:15]=[CH:14][C:13]([O:16][CH2:17][CH2:18][OH:19])=[CH:12][CH:11]=2)[C:5]([C:20]#[N:21])=[C:4]([S:22][CH2:23][C:24]2[N:25]=[C:26]([C:29]3[CH:34]=[CH:33][C:32]([Cl:35])=[CH:31][CH:30]=3)[S:27][CH:28]=2)[N:3]=1.CS(N)(=O)=O.[CH3:41][N:42](C=O)[CH3:43], predict the reaction product. The product is: [Cl:35][C:32]1[CH:31]=[CH:30][C:29]([C:26]2[S:27][CH:28]=[C:24]([CH2:23][S:22][C:4]3[C:5]([C:20]#[N:21])=[C:6]([C:10]4[CH:15]=[CH:14][C:13]([O:16][CH2:17][CH2:18][OH:19])=[CH:12][CH:11]=4)[C:7]([C:8]#[N:9])=[C:2]([N:42]([CH3:43])[CH3:41])[N:3]=3)[N:25]=2)=[CH:34][CH:33]=1. (4) Given the reactants [C:1]([O:7]CC)(=O)[CH2:2][C:3]([CH3:5])=O.[F:10][C:11]1[CH:16]=[CH:15][C:14]([NH:17][C:18]([NH2:20])=[NH:19])=[CH:13][CH:12]=1.C[O-].[Na+], predict the reaction product. The product is: [F:10][C:11]1[CH:12]=[CH:13][C:14]([NH:17][C:18]2[N:20]=[C:1]([OH:7])[CH:2]=[C:3]([CH3:5])[N:19]=2)=[CH:15][CH:16]=1.